Dataset: NCI-60 drug combinations with 297,098 pairs across 59 cell lines. Task: Regression. Given two drug SMILES strings and cell line genomic features, predict the synergy score measuring deviation from expected non-interaction effect. (1) Drug 1: CCN(CC)CCNC(=O)C1=C(NC(=C1C)C=C2C3=C(C=CC(=C3)F)NC2=O)C. Drug 2: CC1C(C(CC(O1)OC2CC(CC3=C2C(=C4C(=C3O)C(=O)C5=C(C4=O)C(=CC=C5)OC)O)(C(=O)CO)O)N)O.Cl. Cell line: DU-145. Synergy scores: CSS=31.1, Synergy_ZIP=0.754, Synergy_Bliss=1.90, Synergy_Loewe=-19.7, Synergy_HSA=1.64. (2) Drug 1: CC1C(C(CC(O1)OC2CC(CC3=C2C(=C4C(=C3O)C(=O)C5=C(C4=O)C(=CC=C5)OC)O)(C(=O)C)O)N)O.Cl. Drug 2: C(=O)(N)NO. Cell line: SK-MEL-5. Synergy scores: CSS=30.1, Synergy_ZIP=4.19, Synergy_Bliss=14.0, Synergy_Loewe=-4.09, Synergy_HSA=9.11. (3) Cell line: NCI/ADR-RES. Drug 1: C1CN1C2=NC(=NC(=N2)N3CC3)N4CC4. Synergy scores: CSS=40.0, Synergy_ZIP=-1.79, Synergy_Bliss=0.353, Synergy_Loewe=-25.7, Synergy_HSA=1.55. Drug 2: C1CCC(CC1)NC(=O)N(CCCl)N=O. (4) Drug 1: CC12CCC(CC1=CCC3C2CCC4(C3CC=C4C5=CN=CC=C5)C)O. Drug 2: CNC(=O)C1=NC=CC(=C1)OC2=CC=C(C=C2)NC(=O)NC3=CC(=C(C=C3)Cl)C(F)(F)F. Cell line: SK-OV-3. Synergy scores: CSS=6.52, Synergy_ZIP=-5.20, Synergy_Bliss=-4.55, Synergy_Loewe=-10.2, Synergy_HSA=-4.96. (5) Drug 1: CCC1=CC2CC(C3=C(CN(C2)C1)C4=CC=CC=C4N3)(C5=C(C=C6C(=C5)C78CCN9C7C(C=CC9)(C(C(C8N6C)(C(=O)OC)O)OC(=O)C)CC)OC)C(=O)OC.C(C(C(=O)O)O)(C(=O)O)O. Drug 2: CN(CC1=CN=C2C(=N1)C(=NC(=N2)N)N)C3=CC=C(C=C3)C(=O)NC(CCC(=O)O)C(=O)O. Cell line: OVCAR-4. Synergy scores: CSS=39.3, Synergy_ZIP=-4.09, Synergy_Bliss=-4.54, Synergy_Loewe=-3.88, Synergy_HSA=1.01. (6) Drug 1: C1=CC(=CC=C1C#N)C(C2=CC=C(C=C2)C#N)N3C=NC=N3. Drug 2: CC1C(C(CC(O1)OC2CC(OC(C2O)C)OC3=CC4=CC5=C(C(=O)C(C(C5)C(C(=O)C(C(C)O)O)OC)OC6CC(C(C(O6)C)O)OC7CC(C(C(O7)C)O)OC8CC(C(C(O8)C)O)(C)O)C(=C4C(=C3C)O)O)O)O. Cell line: HOP-62. Synergy scores: CSS=42.3, Synergy_ZIP=1.68, Synergy_Bliss=1.99, Synergy_Loewe=-13.1, Synergy_HSA=0.475. (7) Drug 1: CC=C1C(=O)NC(C(=O)OC2CC(=O)NC(C(=O)NC(CSSCCC=C2)C(=O)N1)C(C)C)C(C)C. Drug 2: C1=NC2=C(N1)C(=S)N=CN2. Cell line: MDA-MB-231. Synergy scores: CSS=58.0, Synergy_ZIP=-8.70, Synergy_Bliss=-8.94, Synergy_Loewe=-9.16, Synergy_HSA=-5.15. (8) Drug 1: CC12CCC3C(C1CCC2O)C(CC4=C3C=CC(=C4)O)CCCCCCCCCS(=O)CCCC(C(F)(F)F)(F)F. Drug 2: C1C(C(OC1N2C=NC3=C2NC=NCC3O)CO)O. Cell line: HOP-62. Synergy scores: CSS=2.10, Synergy_ZIP=1.11, Synergy_Bliss=2.31, Synergy_Loewe=-1.42, Synergy_HSA=-0.724. (9) Drug 1: C1=CC(=CC=C1C#N)C(C2=CC=C(C=C2)C#N)N3C=NC=N3. Drug 2: CCC(=C(C1=CC=CC=C1)C2=CC=C(C=C2)OCCN(C)C)C3=CC=CC=C3.C(C(=O)O)C(CC(=O)O)(C(=O)O)O. Cell line: SN12C. Synergy scores: CSS=5.01, Synergy_ZIP=1.40, Synergy_Bliss=6.78, Synergy_Loewe=4.19, Synergy_HSA=3.82.